This data is from NCI-60 drug combinations with 297,098 pairs across 59 cell lines. The task is: Regression. Given two drug SMILES strings and cell line genomic features, predict the synergy score measuring deviation from expected non-interaction effect. (1) Drug 1: B(C(CC(C)C)NC(=O)C(CC1=CC=CC=C1)NC(=O)C2=NC=CN=C2)(O)O. Drug 2: CC1C(C(CC(O1)OC2CC(CC3=C2C(=C4C(=C3O)C(=O)C5=C(C4=O)C(=CC=C5)OC)O)(C(=O)CO)O)N)O.Cl. Cell line: HCT116. Synergy scores: CSS=64.9, Synergy_ZIP=-3.05, Synergy_Bliss=-5.23, Synergy_Loewe=-9.02, Synergy_HSA=-2.24. (2) Cell line: OVCAR-4. Drug 1: CS(=O)(=O)C1=CC(=C(C=C1)C(=O)NC2=CC(=C(C=C2)Cl)C3=CC=CC=N3)Cl. Drug 2: CC1CCCC2(C(O2)CC(NC(=O)CC(C(C(=O)C(C1O)C)(C)C)O)C(=CC3=CSC(=N3)C)C)C. Synergy scores: CSS=4.02, Synergy_ZIP=-1.17, Synergy_Bliss=1.19, Synergy_Loewe=-0.132, Synergy_HSA=-0.0384.